This data is from Full USPTO retrosynthesis dataset with 1.9M reactions from patents (1976-2016). The task is: Predict the reactants needed to synthesize the given product. Given the product [F:29][C:9]1([F:8])[CH2:12][N:11]([C:13]2[C:14]([O:23][CH2:24][C:25]([F:26])([F:28])[F:27])=[CH:15][C:16]([C:19]3[N:20]=[C:5]([C:2]4([CH3:1])[CH2:4][CH2:3]4)[O:7][N:21]=3)=[N:17][CH:18]=2)[CH2:10]1, predict the reactants needed to synthesize it. The reactants are: [CH3:1][C:2]1([C:5]([OH:7])=O)[CH2:4][CH2:3]1.[F:8][C:9]1([F:29])[CH2:12][N:11]([C:13]2[C:14]([O:23][CH2:24][C:25]([F:28])([F:27])[F:26])=[CH:15][C:16]([C:19](=[N:21]O)[NH2:20])=[N:17][CH:18]=2)[CH2:10]1.